From a dataset of Full USPTO retrosynthesis dataset with 1.9M reactions from patents (1976-2016). Predict the reactants needed to synthesize the given product. (1) Given the product [F:1][C:2]1[CH:30]=[C:29]2[C:5]([CH2:6][CH2:7][C:8]3[C:9]2=[N:10][O:11][C:12]=3[C:13]2[O:17][N:16]=[C:15]([C:18]3[CH:19]=[CH:20][CH:21]=[CH:22][CH:23]=3)[C:14]=2[C:24]([F:27])([F:26])[F:25])=[CH:4][C:3]=1[C:31]([O:33][CH3:34])=[O:32], predict the reactants needed to synthesize it. The reactants are: [F:1][C:2]1[CH:30]=[C:29]2[C:5]([CH2:6][CH2:7][CH:8]3[C:12](O)([C:13]4[O:17][N:16]=[C:15]([C:18]5[CH:23]=[CH:22][CH:21]=[CH:20][CH:19]=5)[C:14]=4[C:24]([F:27])([F:26])[F:25])[O:11][N:10]=[C:9]32)=[CH:4][C:3]=1[C:31]([O:33][CH3:34])=[O:32].N1C=CC=CC=1.S(Cl)(Cl)=O. (2) Given the product [C:16]([O:21][CH2:22][C:23]([CH3:24])([OH:25])[C:9]([F:12])([F:10])[C:8]([OH:27])([OH:13])[C:7]([F:15])([F:14])[F:6])(=[O:20])[C:17]([CH3:19])=[CH2:18], predict the reactants needed to synthesize it. The reactants are: C([Li])CCC.[F:6][C:7]([F:15])([F:14])[CH:8]([OH:13])[C:9]([F:12])(F)[F:10].[C:16]([O:21][CH2:22][C:23](=[O:25])[CH3:24])(=[O:20])[C:17]([CH3:19])=[CH2:18].Cl.[O:27]1CCCC1. (3) Given the product [Br:22][CH:10]([CH2:11][C:12]1[CH:17]=[CH:16][C:15]([N+:18]([O-:20])=[O:19])=[CH:14][CH:13]=1)[C:9]([C:6]1[CH:7]=[CH:8][C:3]([O:2][CH3:1])=[CH:4][CH:5]=1)=[O:21], predict the reactants needed to synthesize it. The reactants are: [CH3:1][O:2][C:3]1[CH:8]=[CH:7][C:6]([C:9](=[O:21])[CH2:10][CH2:11][C:12]2[CH:17]=[CH:16][C:15]([N+:18]([O-:20])=[O:19])=[CH:14][CH:13]=2)=[CH:5][CH:4]=1.[Br-:22]. (4) Given the product [CH3:3][O:4][C:5](=[O:14])[C:6]1[CH:7]=[C:8]([F:13])[C:9]([OH:12])=[C:10]([Br:1])[CH:11]=1, predict the reactants needed to synthesize it. The reactants are: [Br:1]Br.[CH3:3][O:4][C:5](=[O:14])[C:6]1[CH:11]=[CH:10][C:9]([OH:12])=[C:8]([F:13])[CH:7]=1.C(OC)(=O)C.S([O-])([O-])=O.[Na+].[Na+].[Cl-].[Na+]. (5) The reactants are: [N:1]1[CH:6]=[CH:5][CH:4]=[C:3]([CH2:7][N:8]2[C:16]3[C:11](=[CH:12][C:13]([OH:17])=[CH:14][CH:15]=3)[C:10]([CH3:19])([CH3:18])[CH2:9]2)[CH:2]=1.[CH3:20][N:21]([CH3:31])[C:22]1[CH:27]=[CH:26][C:25]([N:28]=[C:29]=[O:30])=[CH:24][CH:23]=1. Given the product [CH3:20][N:21]([CH3:31])[C:22]1[CH:27]=[CH:26][C:25]([NH:28][C:29](=[O:30])[O:17][C:13]2[CH:12]=[C:11]3[C:16](=[CH:15][CH:14]=2)[N:8]([CH2:7][C:3]2[CH:2]=[N:1][CH:6]=[CH:5][CH:4]=2)[CH2:9][C:10]3([CH3:19])[CH3:18])=[CH:24][CH:23]=1, predict the reactants needed to synthesize it.